From a dataset of Catalyst prediction with 721,799 reactions and 888 catalyst types from USPTO. Predict which catalyst facilitates the given reaction. (1) Reactant: [C:1]([CH:3]([NH:12][C:13]([C@@H:15]1[CH2:20][CH2:19][CH2:18][CH2:17][C@H:16]1[C:21]([OH:23])=O)=[O:14])[C:4]1[CH:9]=[CH:8][CH:7]=[CH:6][C:5]=1[O:10][CH3:11])#[N:2].[CH3:24][N:25]1[CH2:30][CH2:29][NH:28][CH2:27][CH2:26]1.C(N(CC)C(C)C)(C)C.ON1C2C=CC=CC=2N=N1.Cl.CN(C)CCCN=C=NCC. Product: [C:1]([CH:3]([C:4]1[CH:9]=[CH:8][CH:7]=[CH:6][C:5]=1[O:10][CH3:11])[NH:12][C:13]([C@@H:15]1[CH2:20][CH2:19][CH2:18][CH2:17][C@H:16]1[C:21]([N:28]1[CH2:29][CH2:30][N:25]([CH3:24])[CH2:26][CH2:27]1)=[O:23])=[O:14])#[N:2]. The catalyst class is: 60. (2) Reactant: [C:1]1(C=O)[C:14]2[C:15]3=[C:16]4[C:11](=[CH:12][CH:13]=2)[CH:10]=[CH:9][CH:8]=[C:7]4[CH:6]=[CH:5][C:4]3=[CH:3][CH:2]=1.C(CC(O)=O)#N.C(N(CC)CC)C. Product: [CH:8]1[C:7]2[C:16]3=[C:15]4[C:4](=[CH:5][CH:6]=2)[CH:3]=[CH:2][CH:1]=[C:14]4[CH:13]=[CH:12][C:11]3=[CH:10][CH:9]=1. The catalyst class is: 1. (3) Product: [N+:1]([C:4]1[CH:9]=[C:8]([N+:10]([O-:12])=[O:11])[CH:7]=[CH:6][C:5]=1/[N:13]=[N:14]/[C:15]1[C:21]([O:22][CH2:23][CH:24]([CH2:29][CH3:30])[CH2:25][CH2:26][CH2:27][CH3:28])=[CH:20][C:18](/[N:19]=[N:82]/[C:68]2[CH:69]=[CH:70][C:65]([N:64]([CH2:52][CH2:53][CH2:54][CH2:55][CH2:56][CH2:57][CH2:58][CH2:59][CH2:60][CH2:61][CH2:62][CH3:63])[CH2:72][CH:73]([CH2:88][CH3:89])[CH2:74][CH2:75][CH2:76][CH3:79])=[CH:66][C:67]=2[CH3:71])=[C:17]([O:31][CH2:32][CH:33]([CH2:38][CH3:39])[CH2:34][CH2:35][CH2:36][CH3:37])[CH:16]=1)([O-:3])=[O:2]. Reactant: [N+:1]([C:4]1[CH:9]=[C:8]([N+:10]([O-:12])=[O:11])[CH:7]=[CH:6][C:5]=1[N:13]=[N:14][C:15]1[C:21]([O:22][CH2:23][CH:24]([CH2:29][CH3:30])[CH2:25][CH2:26][CH2:27][CH3:28])=[CH:20][C:18]([NH2:19])=[C:17]([O:31][CH2:32][CH:33]([CH2:38][CH3:39])[CH2:34][CH2:35][CH2:36][CH3:37])[CH:16]=1)([O-:3])=[O:2].N(OS(=O)(=O)O)=O.S(=O)(=O)(O)O.[CH2:52]([N:64]([CH2:72][CH2:73][CH:74](C)[CH2:75][C:76]([CH3:79])(C)C)[C:65]1[CH:70]=[CH:69][CH:68]=[C:67]([CH3:71])[CH:66]=1)[CH2:53][CH2:54][CH2:55][CH2:56][CH2:57][CH2:58][CH2:59][CH2:60][CH2:61][CH2:62][CH3:63].S(=O)(=O)(O)[NH2:82].CN1C(=O)C[CH2:89][CH2:88]1. The catalyst class is: 21. (4) Reactant: Cl.[NH:2]1[CH2:7][CH2:6][CH:5]([C:8]2[CH:13]=[CH:12][CH:11]=[CH:10][C:9]=2[CH:14](O)[CH3:15])[CH2:4][CH2:3]1.CCN(C(C)C)C(C)C.[NH:26]([C:39]([O:41][C:42]([CH3:45])([CH3:44])[CH3:43])=[O:40])[C@@H:27]([C:36](O)=[O:37])[CH2:28][C:29]1[CH:34]=[CH:33][C:32]([Cl:35])=[CH:31][CH:30]=1.C1C=NC2N([OH:55])N=NC=2C=1.C(Cl)CCl. Product: [Cl:35][C:32]1[CH:31]=[CH:30][C:29]([CH2:28][C@@H:27]([NH:26][C:39]([O:41][C:42]([CH3:45])([CH3:44])[CH3:43])=[O:40])[C:36]([N:2]2[CH2:7][CH2:6][CH:5]([C:8]3[CH:13]=[CH:12][CH:11]=[CH:10][C:9]=3[CH2:14][CH2:15][OH:55])[CH2:4][CH2:3]2)=[O:37])=[CH:34][CH:33]=1. The catalyst class is: 3.